From a dataset of Forward reaction prediction with 1.9M reactions from USPTO patents (1976-2016). Predict the product of the given reaction. (1) Given the reactants [NH:1]1[CH:5]=[C:4]([NH:6][C:7]([C:9]2[C:17]3[C:12](=[CH:13][C:14]([Br:18])=[CH:15][CH:16]=3)[N:11]([CH2:19][O:20][CH2:21][CH2:22][Si:23]([CH3:26])([CH3:25])[CH3:24])[N:10]=2)=[O:8])[CH:3]=[N:2]1.Cl.Cl[CH2:29][C:30]1[N:31]=[CH:32][S:33][CH:34]=1.C(=O)([O-])[O-].[Cs+].[Cs+].[Cl-], predict the reaction product. The product is: [S:33]1[CH:34]=[C:30]([CH2:29][N:1]2[CH:5]=[C:4]([NH:6][C:7]([C:9]3[C:17]4[C:12](=[CH:13][C:14]([Br:18])=[CH:15][CH:16]=4)[N:11]([CH2:19][O:20][CH2:21][CH2:22][Si:23]([CH3:26])([CH3:25])[CH3:24])[N:10]=3)=[O:8])[CH:3]=[N:2]2)[N:31]=[CH:32]1. (2) Given the reactants [Br:1][C:2]1[CH:3]=[CH:4][C:5]([O:14][CH3:15])=[C:6]([C:8](=O)[CH2:9][CH2:10][CH2:11]Cl)[CH:7]=1.C([O-])(=O)C.[NH4+].C([BH3-])#[N:22].[Na+].COC(C)(C)C, predict the reaction product. The product is: [CH3:15][O:14][C:5]1[CH:4]=[CH:3][C:2]([Br:1])=[CH:7][C:6]=1[CH:8]1[CH2:9][CH2:10][CH2:11][NH:22]1.